Dataset: Full USPTO retrosynthesis dataset with 1.9M reactions from patents (1976-2016). Task: Predict the reactants needed to synthesize the given product. (1) Given the product [ClH:29].[NH2:31][C:5]1[C:4]([C:1](=[O:3])[CH3:2])=[CH:9][CH:8]=[C:7]([NH:10][CH2:11][CH2:12][NH:13][C:14]2[N:19]3[CH:20]=[CH:21][N:22]=[C:18]3[CH:17]=[C:16]([C:23]3[CH:28]=[CH:27][C:26]([Cl:29])=[CH:25][C:24]=3[Cl:30])[N:15]=2)[N:6]=1, predict the reactants needed to synthesize it. The reactants are: [C:1]([C:4]1[C:5]([NH:31]C(=O)OC(C)(C)C)=[N:6][C:7]([NH:10][CH2:11][CH2:12][NH:13][C:14]2[N:19]3[CH:20]=[CH:21][N:22]=[C:18]3[CH:17]=[C:16]([C:23]3[CH:28]=[CH:27][C:26]([Cl:29])=[CH:25][C:24]=3[Cl:30])[N:15]=2)=[CH:8][CH:9]=1)(=[O:3])[CH3:2].Cl. (2) Given the product [Br:1][C:2]1[CH:7]=[CH:6][N:5]=[C:4]([CH2:8][N:13]2[CH2:12][CH2:11][N:10]([C:16]([O:18][C:19]([CH3:22])([CH3:21])[CH3:20])=[O:17])[CH2:15][CH2:14]2)[CH:3]=1, predict the reactants needed to synthesize it. The reactants are: [Br:1][C:2]1[CH:7]=[CH:6][N:5]=[C:4]([CH:8]=O)[CH:3]=1.[N:10]1([C:16]([O:18][C:19]([CH3:22])([CH3:21])[CH3:20])=[O:17])[CH2:15][CH2:14][NH:13][CH2:12][CH2:11]1.ClCCl.C(O[BH-](OC(=O)C)OC(=O)C)(=O)C.[Na+]. (3) Given the product [C:1]([O:10][CH2:13][CH2:14][N+:15]([CH3:18])([CH3:17])[CH3:16])(=[O:9])[C:2]1[C:3](=[CH:5][CH:6]=[CH:7][CH:8]=1)[OH:4].[C:1]([OH:10])(=[O:9])[C:2]1[C:3](=[CH:5][CH:6]=[CH:7][CH:8]=1)[OH:4], predict the reactants needed to synthesize it. The reactants are: [C:1]([OH:10])(=[O:9])[C:2]1[C:3](=[CH:5][CH:6]=[CH:7][CH:8]=1)[OH:4].[OH-].O[CH2:13][CH2:14][N+:15]([CH3:18])([CH3:17])[CH3:16]. (4) Given the product [Cl:1][C:2]1[C:6]([CH2:7][CH3:8])=[C:5]([C:9]2[CH:10]=[C:11]([C:14]([OH:16])=[O:15])[S:12][CH:13]=2)[N:4]([CH3:18])[N:3]=1, predict the reactants needed to synthesize it. The reactants are: [Cl:1][C:2]1[C:6]([CH2:7][CH3:8])=[C:5]([C:9]2[CH:10]=[C:11]([C:14]([O:16]C)=[O:15])[S:12][CH:13]=2)[N:4]([CH3:18])[N:3]=1.[OH-].[Na+]. (5) Given the product [Cl:1][C:2]1[CH:3]=[C:4]([C:12]#[CH:13])[CH:5]=[CH:6][C:7]=1[O:8][CH:9]([F:10])[F:11], predict the reactants needed to synthesize it. The reactants are: [Cl:1][C:2]1[CH:3]=[C:4]([C:12]#[C:13][Si](C)(C)C)[CH:5]=[CH:6][C:7]=1[O:8][CH:9]([F:11])[F:10].C([O-])([O-])=O.[K+].[K+]. (6) Given the product [CH:36]1([CH2:39][O:40][C:41]2[C:48]([O:49][CH3:50])=[CH:47][CH:46]=[CH:45][C:42]=2/[CH:43]=[CH:12]/[C:8]2[N:7]=[C:6]3[S:32][C:3]([CH3:2])=[C:4]([CH3:33])[N:5]3[C:10](=[O:11])[CH:9]=2)[CH2:37][CH2:38]1, predict the reactants needed to synthesize it. The reactants are: [Cl-].[CH3:2][C:3]1[S:32][C:6]2=[N:7][C:8]([CH2:12][P+](C3C=CC=CC=3)(C3C=CC=CC=3)C3C=CC=CC=3)=[CH:9][C:10](=[O:11])[N:5]2[C:4]=1[CH3:33].[H-].[Na+].[CH:36]1([CH2:39][O:40][C:41]2[C:48]([O:49][CH3:50])=[CH:47][CH:46]=[CH:45][C:42]=2[CH:43]=O)[CH2:38][CH2:37]1. (7) Given the product [CH:1]([C:4]1[CH:9]=[CH:8][C:7]([S:10]([C:13]2[CH:18]=[CH:17][CH:16]=[CH:15][CH:14]=2)(=[O:12])=[O:11])=[CH:6][C:5]=1[S:19]([NH:24][CH:25]1[CH2:26][CH2:27][N:28]([C:31](=[O:32])[C:33]2[CH:34]=[CH:35][C:36]([C:39]([F:40])([F:41])[F:42])=[CH:37][CH:38]=2)[CH2:29][CH2:30]1)(=[O:21])=[O:20])([CH3:3])[CH3:2], predict the reactants needed to synthesize it. The reactants are: [CH:1]([C:4]1[CH:9]=[CH:8][C:7]([S:10]([C:13]2[CH:18]=[CH:17][CH:16]=[CH:15][CH:14]=2)(=[O:12])=[O:11])=[CH:6][C:5]=1[S:19](Cl)(=[O:21])=[O:20])([CH3:3])[CH3:2].Cl.[NH2:24][CH:25]1[CH2:30][CH2:29][N:28]([C:31]([C:33]2[CH:38]=[CH:37][C:36]([C:39]([F:42])([F:41])[F:40])=[CH:35][CH:34]=2)=[O:32])[CH2:27][CH2:26]1.C(N(C(C)C)CC)(C)C.